Dataset: Reaction yield outcomes from USPTO patents with 853,638 reactions. Task: Predict the reaction yield, written as a fraction of the theoretical maximum amount of product (1.0 means a 100% yield; for example, 0.34 means a 34% yield). (1) The reactants are [OH:1][C:2]1[CH:3]=[C:4]2[C:9](=[CH:10][CH:11]=1)[C:8]([C:12](=[O:28])[C:13]1[CH:18]=[CH:17][C:16]([O:19][CH2:20][CH2:21][N:22]3[CH2:27][CH2:26][CH2:25][CH2:24][CH2:23]3)=[CH:15][CH:14]=1)=[C:7]([O:29][S:30]([C:33]([F:36])([F:35])[F:34])(=[O:32])=[O:31])[CH:6]=[CH:5]2.C(N(C(C)C)CC)(C)C.[CH3:46][S:47](Cl)(=[O:49])=[O:48].C(=O)(O)[O-].[Na+]. The catalyst is C(Cl)Cl. The product is [CH3:46][S:47]([O:1][C:2]1[CH:3]=[C:4]2[C:9](=[CH:10][CH:11]=1)[C:8]([C:12](=[O:28])[C:13]1[CH:14]=[CH:15][C:16]([O:19][CH2:20][CH2:21][N:22]3[CH2:27][CH2:26][CH2:25][CH2:24][CH2:23]3)=[CH:17][CH:18]=1)=[C:7]([O:29][S:30]([C:33]([F:35])([F:36])[F:34])(=[O:32])=[O:31])[CH:6]=[CH:5]2)(=[O:49])=[O:48]. The yield is 0.990. (2) The reactants are [CH:1]1([C:6]2[C:14]3[C:9](=[CH:10][C:11]([C:15]([O:17][CH:18]([CH3:20])[CH3:19])=[O:16])=[CH:12][CH:13]=3)[N:8]([CH3:21])[CH:7]=2)[CH2:5][CH2:4][CH2:3][CH2:2]1.[Br:22]Br. The catalyst is C(#N)C. The product is [Br:22][C:7]1[N:8]([CH3:21])[C:9]2[C:14]([C:6]=1[CH:1]1[CH2:2][CH2:3][CH2:4][CH2:5]1)=[CH:13][CH:12]=[C:11]([C:15]([O:17][CH:18]([CH3:19])[CH3:20])=[O:16])[CH:10]=2. The yield is 0.870. (3) The reactants are [Cl:1][C:2]1[CH:3]=[C:4]2[C:9](=[CH:10][C:11]=1[OH:12])[O:8][C:7](=[O:13])[CH:6]=[C:5]2[CH2:14]Cl.BrC1C=C2C(=CC=1O)[O:23][C:22](=[O:28])[CH:21]=C2CCl. No catalyst specified. The product is [C:22]([O:28][CH2:14][C:5]1[C:4]2[C:9](=[CH:10][C:11]([OH:12])=[C:2]([Cl:1])[CH:3]=2)[O:8][C:7](=[O:13])[CH:6]=1)(=[O:23])[CH3:21]. The yield is 0.280. (4) The reactants are [Cl:1][C:2]1[C:7]([C:8]([F:11])([F:10])[F:9])=[CH:6][CH:5]=[C:4](Cl)[N:3]=1.[NH3:13]. No catalyst specified. The product is [Cl:1][C:2]1[N:3]=[C:4]([NH2:13])[CH:5]=[CH:6][C:7]=1[C:8]([F:11])([F:10])[F:9]. The yield is 0.460. (5) The reactants are Cl[C:2]1[N:7]=[C:6]([NH:8][CH2:9][CH2:10][CH3:11])[N:5]=[C:4]([NH:12][CH2:13][CH2:14][CH3:15])[N:3]=1.Cl.[CH:17]([O:20][NH:21][CH3:22])([CH3:19])[CH3:18].[OH-].[Na+]. The catalyst is O1CCOCC1.O. The product is [CH2:13]([NH:12][C:4]1[N:5]=[C:6]([NH:8][CH2:9][CH2:10][CH3:11])[N:7]=[C:2]([N:21]([CH3:22])[O:20][CH:17]([CH3:19])[CH3:18])[N:3]=1)[CH2:14][CH3:15]. The yield is 0.950. (6) The reactants are COC(=O)C1C=CC(CBr)=CC=1.[CH3:13][O:14][C:15](=[O:47])[C:16]1[CH:21]=[CH:20][C:19]([CH2:22][N:23]2[CH:27]=[C:26]([C:28]3[CH:33]=[CH:32][C:31]([Cl:34])=[CH:30][C:29]=3[Cl:35])[N:25]=[C:24]2/[CH:36]=[CH:37]/[C:38]2[CH:43]=[C:42](Br)[CH:41]=[CH:40][C:39]=2[O:45][CH3:46])=[CH:18][CH:17]=1.[OH:48][C:49]1[CH:54]=[CH:53][C:52](B(O)O)=[CH:51][CH:50]=1. No catalyst specified. The product is [CH3:13][O:14][C:15](=[O:47])[C:16]1[CH:21]=[CH:20][C:19]([CH2:22][N:23]2[CH:27]=[C:26]([C:28]3[CH:33]=[CH:32][C:31]([Cl:34])=[CH:30][C:29]=3[Cl:35])[N:25]=[C:24]2/[CH:36]=[CH:37]/[C:38]2[CH:43]=[C:42]([C:52]3[CH:53]=[CH:54][C:49]([OH:48])=[CH:50][CH:51]=3)[CH:41]=[CH:40][C:39]=2[O:45][CH3:46])=[CH:18][CH:17]=1. The yield is 0.500.